Dataset: Forward reaction prediction with 1.9M reactions from USPTO patents (1976-2016). Task: Predict the product of the given reaction. Given the reactants Br[C:2]1[CH:3]=[C:4]([C:9]2[N:14]=[CH:13][CH:12]=[CH:11][N:10]=2)[C:5]([NH2:8])=[N:6][CH:7]=1.[C:15]([O:19][C:20]([N:22]1[CH2:27][CH:26]=[C:25](B2OC(C)(C)C(C)(C)O2)[CH2:24][CH2:23]1)=[O:21])([CH3:18])([CH3:17])[CH3:16].C([O-])([O-])=O.[Na+].[Na+].ClCCl, predict the reaction product. The product is: [C:15]([O:19][C:20]([N:22]1[CH2:23][CH:24]=[C:25]([C:2]2[CH:7]=[N:6][C:5]([NH2:8])=[C:4]([C:9]3[N:14]=[CH:13][CH:12]=[CH:11][N:10]=3)[CH:3]=2)[CH2:26][CH2:27]1)=[O:21])([CH3:18])([CH3:16])[CH3:17].